Dataset: Forward reaction prediction with 1.9M reactions from USPTO patents (1976-2016). Task: Predict the product of the given reaction. (1) Given the reactants [CH:1]1([NH2:7])[CH2:6][CH2:5][CH2:4][CH2:3][CH2:2]1.[CH3:8][O:9][CH:10]([O:13][CH3:14])[CH2:11]Cl, predict the reaction product. The product is: [CH3:8][O:9][CH:10]([O:13][CH3:14])[CH2:11][NH:7][CH:1]1[CH2:6][CH2:5][CH2:4][CH2:3][CH2:2]1. (2) Given the reactants [NH2:1][CH:2]([C:13]1[CH:18]=[CH:17][CH:16]=[CH:15][CH:14]=1)[C:3]([NH:5][CH2:6][C:7]1[CH:12]=[CH:11][CH:10]=[CH:9][CH:8]=1)=[O:4].[CH3:19][O:20][C:21]([CH2:23][C:24]1[C:28]2[CH:29]=[CH:30][C:31]([C:33](O)=[O:34])=[CH:32][C:27]=2[O:26][CH:25]=1)=[O:22], predict the reaction product. The product is: [CH3:19][O:20][C:21](=[O:22])[CH2:23][C:24]1[C:28]2[CH:29]=[CH:30][C:31]([C:33](=[O:34])[NH:1][CH:2]([C:3](=[O:4])[NH:5][CH2:6][C:7]3[CH:12]=[CH:11][CH:10]=[CH:9][CH:8]=3)[C:13]3[CH:18]=[CH:17][CH:16]=[CH:15][CH:14]=3)=[CH:32][C:27]=2[O:26][CH:25]=1. (3) Given the reactants Cl.[CH3:2][O:3][C:4]1[CH:5]=[C:6]2[C:11](=[CH:12][CH:13]=1)[C:10]([O:14][C:15]1[CH:20]=[CH:19][C:18]([O:21][CH2:22][CH2:23][N:24]3[CH2:29][CH2:28][CH2:27][CH2:26][CH2:25]3)=[CH:17][CH:16]=1)=[C:9]([C:30]1[CH:31]=[C:32]3[C:36](=[CH:37][CH:38]=1)[C:35](=[O:39])[NH:34][CH2:33]3)[CH:8]=[CH:7]2.B(Br)(Br)Br.C(=O)(O)[O-].[Na+], predict the reaction product. The product is: [CH3:2][O:3][C:4]1[CH:5]=[C:6]2[C:11](=[CH:12][CH:13]=1)[C:10]([O:14][C:15]1[CH:16]=[CH:17][C:18]([O:21][CH2:22][CH2:23][N:24]3[CH2:29][CH2:28][CH2:27][CH2:26][CH2:25]3)=[CH:19][CH:20]=1)=[C:9]([C:30]1[CH:31]=[C:32]3[C:36](=[CH:37][CH:38]=1)[C:35](=[O:39])[NH:34][CH2:33]3)[CH:8]=[CH:7]2. (4) The product is: [N:14]1[C:13]2[NH:9][CH:10]=[CH:11][C:12]=2[C:17]([C:18]2[CH:19]=[N:20][N:21]([CH:23]3[CH2:27][CH2:26][CH2:25][CH:24]3[CH2:28][OH:29])[CH:22]=2)=[CH:16][N:15]=1. Given the reactants C(OC[N:9]1[C:13]2[N:14]=[N:15][CH:16]=[C:17]([C:18]3[CH:19]=[N:20][N:21]([CH:23]4[CH2:27][CH2:26][CH2:25][CH:24]4[CH2:28][OH:29])[CH:22]=3)[C:12]=2[CH:11]=[CH:10]1)(=O)C(C)(C)C.[OH-].[Na+], predict the reaction product. (5) Given the reactants [CH2:1]([O:8][CH2:9][C:10](Cl)=[O:11])[C:2]1[CH:7]=[CH:6][CH:5]=[CH:4][CH:3]=1.[CH:13]([NH2:16])([CH3:15])[CH3:14], predict the reaction product. The product is: [CH2:1]([O:8][CH2:9][C:10]([NH:16][CH:13]([CH3:15])[CH3:14])=[O:11])[C:2]1[CH:7]=[CH:6][CH:5]=[CH:4][CH:3]=1.